This data is from Catalyst prediction with 721,799 reactions and 888 catalyst types from USPTO. The task is: Predict which catalyst facilitates the given reaction. (1) Reactant: [NH2:1][C:2]1[CH:7]=[CH:6][N:5]([CH2:8][CH2:9][CH2:10][CH2:11][C:12]2[N:17]=[N:16][C:15]([NH:18][C:19](=[O:27])[CH2:20][C:21]3[CH:26]=[CH:25][CH:24]=[CH:23][CH:22]=3)=[CH:14][CH:13]=2)[C:4](=[O:28])[N:3]=1.[H-].[Na+].[CH3:31][CH:32]([CH3:38])[CH2:33][S:34](Cl)(=[O:36])=[O:35]. Product: [CH3:31][CH:32]([CH3:38])[CH2:33][S:34]([NH:1][C:2]1[CH:7]=[CH:6][N:5]([CH2:8][CH2:9][CH2:10][CH2:11][C:12]2[N:17]=[N:16][C:15]([NH:18][C:19](=[O:27])[CH2:20][C:21]3[CH:22]=[CH:23][CH:24]=[CH:25][CH:26]=3)=[CH:14][CH:13]=2)[C:4](=[O:28])[N:3]=1)(=[O:36])=[O:35]. The catalyst class is: 774. (2) Reactant: [C:1]([C:3]1[CH:32]=[CH:31][C:6]2[N:7]=[C:8]([CH:10]([OH:30])[C:11]3[C:19]([O:20][CH3:21])=[CH:18][C:17]([CH3:22])=[C:16]4[C:12]=3[CH:13]=[CH:14][N:15]4C(OC(C)(C)C)=O)[S:9][C:5]=2[CH:4]=1)#[N:2].C([O-])([O-])=O.[Cs+].[Cs+].[BH4-].[Na+]. Product: [OH:30][CH:10]([C:11]1[C:19]([O:20][CH3:21])=[CH:18][C:17]([CH3:22])=[C:16]2[C:12]=1[CH:13]=[CH:14][NH:15]2)[C:8]1[S:9][C:5]2[CH:4]=[C:3]([C:1]#[N:2])[CH:32]=[CH:31][C:6]=2[N:7]=1. The catalyst class is: 36. (3) Product: [F:1][C:2]1[CH:3]=[C:4]2[C:8](=[CH:9][CH:10]=1)[N:7]([C:24]([O:26][C:27]([CH3:28])([CH3:29])[CH3:30])=[O:25])[C:6]([B:45]1[O:49][C:48]([CH3:51])([CH3:50])[C:47]([CH3:53])([CH3:52])[O:46]1)=[CH:5]2. Reactant: [F:1][C:2]1[CH:3]=[C:4]2[C:8](=[CH:9][CH:10]=1)[NH:7][CH:6]=[CH:5]2.C([Li])CCC.[C:24](O[C:24]([O:26][C:27]([CH3:30])([CH3:29])[CH3:28])=[O:25])([O:26][C:27]([CH3:30])([CH3:29])[CH3:28])=[O:25].CC1(C)CCCC(C)(C)N1.C(O[B:45]1[O:49][C:48]([CH3:51])([CH3:50])[C:47]([CH3:53])([CH3:52])[O:46]1)(C)C.[Li]N1C(C)(C)CCCC1(C)C.C(O)(=O)CC(CC(O)=O)(C(O)=O)O. The catalyst class is: 220. (4) Reactant: C([Li])CCC.CC1(C)CCCC(C)(C)N1.[I:16][C:17]1[CH:22]=[CH:21][C:20]([F:23])=[CH:19][CH:18]=1.C([O:27][B:28](OC(C)C)[O:29]C(C)C)(C)C.Cl. Product: [F:23][C:20]1[CH:21]=[CH:22][C:17]([I:16])=[CH:18][C:19]=1[B:28]([OH:29])[OH:27]. The catalyst class is: 7. (5) Reactant: [Si:1]([O:18][CH2:19][C:20]1[CH:25]=[CH:24][C:23]([S:26]([N:29]([C@H:35]([CH2:41][O:42][Si:43]([C:56]([CH3:59])([CH3:58])[CH3:57])([C:50]2[CH:55]=[CH:54][CH:53]=[CH:52][CH:51]=2)[C:44]2[CH:49]=[CH:48][CH:47]=[CH:46][CH:45]=2)[CH2:36][CH2:37][CH2:38][CH:39]=O)[CH2:30][CH2:31][CH:32]([CH3:34])[CH3:33])(=[O:28])=[O:27])=[CH:22][CH:21]=1)([C:14]([CH3:17])([CH3:16])[CH3:15])([C:8]1[CH:13]=[CH:12][CH:11]=[CH:10][CH:9]=1)[C:2]1[CH:7]=[CH:6][CH:5]=[CH:4][CH:3]=1.S([O-])([O-])(=O)=O.[Mg+2].[C:66]([S@:70]([NH2:72])=[O:71])([CH3:69])([CH3:68])[CH3:67].C1(C)C=CC(S([O-])(=O)=O)=CC=1.[NH+]1C=CC=CC=1. Product: [Si:1]([O:18][CH2:19][C:20]1[CH:25]=[CH:24][C:23]([S:26]([N:29]([CH2:30][CH2:31][CH:32]([CH3:33])[CH3:34])[C@@H:35]([CH2:36][CH2:37][CH2:38]/[CH:39]=[N:72]/[S+:70]([O-:71])[C:66]([CH3:69])([CH3:68])[CH3:67])[CH2:41][O:42][Si:43]([C:50]2[CH:55]=[CH:54][CH:53]=[CH:52][CH:51]=2)([C:44]2[CH:49]=[CH:48][CH:47]=[CH:46][CH:45]=2)[C:56]([CH3:59])([CH3:58])[CH3:57])(=[O:27])=[O:28])=[CH:22][CH:21]=1)([C:14]([CH3:15])([CH3:17])[CH3:16])([C:2]1[CH:3]=[CH:4][CH:5]=[CH:6][CH:7]=1)[C:8]1[CH:13]=[CH:12][CH:11]=[CH:10][CH:9]=1. The catalyst class is: 2. (6) Reactant: [Cl:1][C:2]1[N:7]=[C:6]([C:8]([O:10][CH3:11])=[O:9])[CH:5]=[CH:4][C:3]=1[CH:12]=[O:13].C1N2[CH2:20][CH2:21]N(CC2)C1. Product: [CH3:11][O:10][C:8]([C:6]1[CH:5]=[CH:4][C:3]([CH:12]([OH:13])[C:6]([C:8]([O:10][CH2:20][CH3:21])=[O:9])=[CH2:5])=[C:2]([Cl:1])[N:7]=1)=[O:9]. The catalyst class is: 27.